Dataset: Full USPTO retrosynthesis dataset with 1.9M reactions from patents (1976-2016). Task: Predict the reactants needed to synthesize the given product. Given the product [CH2:18]([NH:25][S:7]([C:4]1[CH:5]=[CH:6][C:1]([CH3:11])=[CH:2][CH:3]=1)(=[O:9])=[O:8])[C:19]1[CH:24]=[CH:23][CH:22]=[CH:21][CH:20]=1, predict the reactants needed to synthesize it. The reactants are: [C:1]1([CH3:11])[CH:6]=[CH:5][C:4]([S:7](Cl)(=[O:9])=[O:8])=[CH:3][CH:2]=1.N1C=CC=CC=1.[CH2:18]([NH2:25])[C:19]1[CH:24]=[CH:23][CH:22]=[CH:21][CH:20]=1.